From a dataset of Forward reaction prediction with 1.9M reactions from USPTO patents (1976-2016). Predict the product of the given reaction. (1) Given the reactants [Br:1][CH2:2][C:3](Br)=[O:4].[CH2:6]([NH2:10])[CH2:7][CH:8]=[CH2:9].C(N(CC)CC)C, predict the reaction product. The product is: [Br:1][CH2:2][C:3]([NH:10][CH2:6][CH2:7][CH:8]=[CH2:9])=[O:4]. (2) Given the reactants [C:1]([C:3]1[CH:25]=[CH:24][C:6]([O:7][CH2:8][CH2:9][CH2:10][CH:11]2[CH2:16][CH2:15][N:14](C(OC(C)(C)C)=O)[CH2:13][CH2:12]2)=[CH:5][C:4]=1[F:26])#[N:2].FC(F)(F)C(O)=O, predict the reaction product. The product is: [F:26][C:4]1[CH:5]=[C:6]([O:7][CH2:8][CH2:9][CH2:10][CH:11]2[CH2:16][CH2:15][NH:14][CH2:13][CH2:12]2)[CH:24]=[CH:25][C:3]=1[C:1]#[N:2]. (3) Given the reactants C([O:3][C:4]([C:6]1([CH2:23][CH:24]=[CH2:25])[CH2:11][CH2:10][CH2:9][N:8]([CH2:12][CH:13]2[O:18][C:17]3[CH:19]=[CH:20][CH:21]=[CH:22][C:16]=3[O:15][CH2:14]2)[CH2:7]1)=O)C.O1C2C=CC=CC=2OCC1CN1CCCC(CO)(C)C1, predict the reaction product. The product is: [CH2:23]([C:6]1([CH2:4][OH:3])[CH2:11][CH2:10][CH2:9][N:8]([CH2:12][CH:13]2[O:18][C:17]3[CH:19]=[CH:20][CH:21]=[CH:22][C:16]=3[O:15][CH2:14]2)[CH2:7]1)[CH:24]=[CH2:25].